From a dataset of Catalyst prediction with 721,799 reactions and 888 catalyst types from USPTO. Predict which catalyst facilitates the given reaction. (1) Reactant: C([O-])([O-])=O.[K+].[K+].S(O)(O)(=O)=O.[CH3:12][N:13]([CH3:17])[C:14]([NH2:16])=[NH:15].[C:18]([N:25]1[CH2:30][CH2:29][CH:28]([C:31](OCC)=[O:32])[C:27](=O)[CH2:26]1)([O:20][C:21]([CH3:24])([CH3:23])[CH3:22])=[O:19].[Al]. Product: [CH3:12][N:13]([CH3:17])[C:14]1[N:16]=[C:31]([OH:32])[C:28]2[CH2:29][CH2:30][N:25]([C:18]([O:20][C:21]([CH3:23])([CH3:22])[CH3:24])=[O:19])[CH2:26][C:27]=2[N:15]=1. The catalyst class is: 24. (2) Reactant: [CH3:1][C@@H:2]([C:5]([O:7][CH3:8])=[O:6])[CH2:3][OH:4].N1C=CN=C1.[Si:14](Cl)([C:27]([CH3:30])([CH3:29])[CH3:28])([C:21]1[CH:26]=[CH:25][CH:24]=[CH:23][CH:22]=1)[C:15]1[CH:20]=[CH:19][CH:18]=[CH:17][CH:16]=1. Product: [CH3:8][O:7][C:5](=[O:6])[C@H:2]([CH3:1])[CH2:3][O:4][Si:14]([C:27]([CH3:30])([CH3:29])[CH3:28])([C:21]1[CH:22]=[CH:23][CH:24]=[CH:25][CH:26]=1)[C:15]1[CH:20]=[CH:19][CH:18]=[CH:17][CH:16]=1. The catalyst class is: 2. (3) Reactant: [CH2:1]([N:8]1[N:12]=[C:11]([CH:13]2[CH2:18][CH2:17][N:16]([C:19]3[CH:24]=[CH:23][C:22]([N+:25]([O-])=O)=[CH:21][CH:20]=3)[CH2:15][CH2:14]2)[O:10][C:9]1=[O:28])[C:2]1[CH:7]=[CH:6][CH:5]=[CH:4][CH:3]=1.O.O.Cl[Sn]Cl. Product: [NH2:25][C:22]1[CH:23]=[CH:24][C:19]([N:16]2[CH2:17][CH2:18][CH:13]([C:11]3[O:10][C:9](=[O:28])[N:8]([CH2:1][C:2]4[CH:7]=[CH:6][CH:5]=[CH:4][CH:3]=4)[N:12]=3)[CH2:14][CH2:15]2)=[CH:20][CH:21]=1. The catalyst class is: 5. (4) Reactant: [CH3:1][O:2][C:3]([C:5]1[O:6][C:7]([C:9]2[C:14]([C:15]=1[C:16]1[CH:21]=[CH:20][CH:19]=[CH:18][CH:17]=1)=[CH:13][C:12]([Br:22])=[CH:11][CH:10]=2)=O)=[O:4].[CH3:23][O:24][C:25](=[O:34])[C:26]1[CH:31]=[CH:30][C:29]([CH2:32][NH2:33])=[CH:28][CH:27]=1. Product: [CH3:1][O:2][C:3]([C:5]1[N:33]([CH2:32][C:29]2[CH:30]=[CH:31][C:26]([C:25]([O:24][CH3:23])=[O:34])=[CH:27][CH:28]=2)[C:7](=[O:6])[C:9]2[C:14]([C:15]=1[C:16]1[CH:21]=[CH:20][CH:19]=[CH:18][CH:17]=1)=[CH:13][C:12]([Br:22])=[CH:11][CH:10]=2)=[O:4]. The catalyst class is: 5. (5) Reactant: [CH2:1]([O:3][C:4](=[O:22])[CH2:5][O:6][C:7]1[CH:12]=[CH:11][C:10]([NH:13][C:14]([O:16][C:17]([CH3:20])([CH3:19])[CH3:18])=[O:15])=[CH:9][C:8]=1[CH3:21])[CH3:2].[H-].[Na+].[CH3:25]I.OS([O-])(=O)=O.[K+]. Product: [CH2:1]([O:3][C:4](=[O:22])[CH2:5][O:6][C:7]1[CH:12]=[CH:11][C:10]([N:13]([C:14]([O:16][C:17]([CH3:18])([CH3:20])[CH3:19])=[O:15])[CH3:25])=[CH:9][C:8]=1[CH3:21])[CH3:2]. The catalyst class is: 3.